Dataset: Forward reaction prediction with 1.9M reactions from USPTO patents (1976-2016). Task: Predict the product of the given reaction. (1) Given the reactants CS(O[CH2:6][CH2:7][CH2:8][CH2:9][N:10]1[C:18](=[O:19])[C:17]2[N:16](CC=C)[C:15]([Cl:23])=[N:14][C:13]=2[N:12]([CH2:24][CH2:25][CH2:26][CH3:27])[C:11]1=[O:28])(=O)=O.C([O-])([O-])=O.[Cs+].[Cs+].[C:35]1([C:41]2[NH:45][N:44]=[N:43][N:42]=2)[CH:40]=[CH:39][CH:38]=[CH:37][CH:36]=1.N1CCOCC1, predict the reaction product. The product is: [CH2:24]([N:12]1[C:13]2[N:14]=[C:15]([Cl:23])[NH:16][C:17]=2[C:18](=[O:19])[N:10]([CH2:9][CH2:8][CH2:7][CH2:6][N:43]2[N:44]=[N:45][C:41]([C:35]3[CH:40]=[CH:39][CH:38]=[CH:37][CH:36]=3)=[N:42]2)[C:11]1=[O:28])[CH2:25][CH2:26][CH3:27]. (2) Given the reactants [CH2:1]([N:8]1[C:13](=[O:14])[C:12]2[CH:15]=[CH:16][CH:17]=[N:18][C:11]=2[N:10]=[C:9]1[CH:19](Br)[CH2:20][CH3:21])[C:2]1[CH:7]=[CH:6][CH:5]=[CH:4][CH:3]=1.[CH3:23][N:24]([CH3:28])[CH2:25][CH2:26][NH2:27], predict the reaction product. The product is: [CH2:1]([N:8]1[C:13](=[O:14])[C:12]2[CH:15]=[CH:16][CH:17]=[N:18][C:11]=2[N:10]=[C:9]1[CH:19]([NH:27][CH2:26][CH2:25][N:24]([CH3:28])[CH3:23])[CH2:20][CH3:21])[C:2]1[CH:7]=[CH:6][CH:5]=[CH:4][CH:3]=1. (3) Given the reactants [C:1]1([C:7]2[CH:12]=[C:11](Cl)[N:10]=[N:9][C:8]=2[Cl:14])[CH:6]=[CH:5][CH:4]=[CH:3][CH:2]=1.[N:15]1[CH:20]=[CH:19][CH:18]=[C:17](B(O)O)[CH:16]=1.C([O-])([O-])=O.[Na+].[Na+], predict the reaction product. The product is: [Cl:14][C:8]1[N:9]=[N:10][C:11]([C:17]2[CH:16]=[N:15][CH:20]=[CH:19][CH:18]=2)=[CH:12][C:7]=1[C:1]1[CH:6]=[CH:5][CH:4]=[CH:3][CH:2]=1. (4) Given the reactants [Cl:1][C:2]1[CH:3]=[N:4][CH:5]=[C:6]([Cl:11])[C:7]=1[CH:8]=[N:9][OH:10].ClN1C(=O)CCC1=O.[CH:20]1([C:23](=O)[CH2:24][C:25]([O:27][CH2:28][CH3:29])=[O:26])[CH2:22][CH2:21]1.[O-]CC.[Na+].C(O)C, predict the reaction product. The product is: [CH:20]1([C:23]2[O:10][N:9]=[C:8]([C:7]3[C:6]([Cl:11])=[CH:5][N:4]=[CH:3][C:2]=3[Cl:1])[C:24]=2[C:25]([O:27][CH2:28][CH3:29])=[O:26])[CH2:22][CH2:21]1. (5) Given the reactants [C:1]([O:5][C:6]([NH:8][C@H:9]1[CH2:13][C@@:12]([CH2:18][CH2:19][O:20][Si:21]([C:24]([CH3:27])([CH3:26])[CH3:25])([CH3:23])[CH3:22])([C:14]([O:16]C)=[O:15])[CH:11]=[CH:10]1)=[O:7])([CH3:4])([CH3:3])[CH3:2].[OH-].[Na+], predict the reaction product. The product is: [C:1]([O:5][C:6]([NH:8][C@H:9]1[CH2:13][C@@:12]([CH2:18][CH2:19][O:20][Si:21]([C:24]([CH3:27])([CH3:26])[CH3:25])([CH3:23])[CH3:22])([C:14]([OH:16])=[O:15])[CH:11]=[CH:10]1)=[O:7])([CH3:4])([CH3:3])[CH3:2]. (6) The product is: [CH:3]([O-:5])=[O:4].[CH:8]1([C@H:14]2[C:47](=[O:48])[N:46]3[CH2:49][C@@H:43]([CH2:44][C@H:45]3[C:50](=[O:67])[NH:51][C@:52]3([C:57](=[O:66])[NH:58][S:59]([C:62]4([CH3:65])[CH2:63][CH2:64]4)(=[O:61])=[O:60])[CH2:54][C@H:53]3[CH:55]=[CH2:56])[O:42][C:26]3=[N:27][C:28]4[CH:29]=[CH:30][CH:31]=[CH:32][C:33]=4[C:34]([O:35][CH:36]4[CH2:37][CH2:38][NH+:39]([CH2:71][CH2:72][F:73])[CH2:40][CH2:41]4)=[C:25]3[CH2:24][CH2:23][CH2:22][CH2:21][CH2:20][C@@H:19]3[CH2:68][C@H:18]3[O:17][C:16](=[O:69])[NH:15]2)[CH2:13][CH2:12][CH2:11][CH2:10][CH2:9]1. Given the reactants FC(F)(F)[C:3]([O-:5])=[O:4].[CH:8]1([C@H:14]2[C:47](=[O:48])[N:46]3[CH2:49][C@@H:43]([CH2:44][C@H:45]3[C:50](=[O:67])[NH:51][C@:52]3([C:57](=[O:66])[NH:58][S:59]([C:62]4([CH3:65])[CH2:64][CH2:63]4)(=[O:61])=[O:60])[CH2:54][C@H:53]3[CH:55]=[CH2:56])[O:42][C:26]3=[N:27][C:28]4[CH:29]=[CH:30][CH:31]=[CH:32][C:33]=4[C:34]([O:35][CH:36]4[CH2:41][CH2:40][NH2+:39][CH2:38][CH2:37]4)=[C:25]3[CH2:24][CH2:23][CH2:22][CH2:21][CH2:20][C@@H:19]3[CH2:68][C@H:18]3[O:17][C:16](=[O:69])[NH:15]2)[CH2:13][CH2:12][CH2:11][CH2:10][CH2:9]1.Br[CH2:71][CH2:72][F:73], predict the reaction product. (7) Given the reactants C[O:2][C:3](=[O:21])[C:4]1[CH:17]=[C:16]([O:18][CH2:19][CH3:20])[CH:15]=[C:6]([C:7]([N:9]([CH2:12][CH:13]=[CH2:14])[CH2:10][CH3:11])=[O:8])[CH:5]=1.[OH-].[Na+], predict the reaction product. The product is: [CH2:12]([N:9]([CH2:10][CH3:11])[C:7](=[O:8])[C:6]1[CH:5]=[C:4]([CH:17]=[C:16]([O:18][CH2:19][CH3:20])[CH:15]=1)[C:3]([OH:21])=[O:2])[CH:13]=[CH2:14]. (8) Given the reactants FC(F)(F)S(O[C:7]1[C:11]2[CH:12]=[N:13][CH:14]=[CH:15][C:10]=2[O:9][C:8]=1[C:16]([O:18][CH2:19][CH3:20])=[O:17])(=O)=O.[Br:23][C:24]1[CH:30]=[CH:29][C:27]([NH2:28])=[C:26]([F:31])[CH:25]=1.CC1(C)C2C(=C(P(C3C=CC=CC=3)C3C=CC=CC=3)C=CC=2)OC2C(P(C3C=CC=CC=3)C3C=CC=CC=3)=CC=CC1=2.[O-]P([O-])([O-])=O.[K+].[K+].[K+], predict the reaction product. The product is: [Br:23][C:24]1[CH:30]=[CH:29][C:27]([NH:28][C:7]2[C:11]3[CH:12]=[N:13][CH:14]=[CH:15][C:10]=3[O:9][C:8]=2[C:16]([O:18][CH2:19][CH3:20])=[O:17])=[C:26]([F:31])[CH:25]=1. (9) Given the reactants C(=O)([O-])[O-].[K+].[K+].[CH2:7]([NH2:10])[CH2:8][CH3:9].[CH:11]1[C:20]2[C:15](=[CH:16][CH:17]=[CH:18][CH:19]=2)[CH:14]=[CH:13][C:12]=1[O:21][CH2:22][CH2:23][CH2:24][CH2:25]Cl, predict the reaction product. The product is: [CH2:7]([NH:10][CH2:25][CH2:24][CH2:23][CH2:22][O:21][C:12]1[CH:13]=[CH:14][C:15]2[C:20](=[CH:19][CH:18]=[CH:17][CH:16]=2)[CH:11]=1)[CH2:8][CH3:9].